From a dataset of Drug-target binding data from BindingDB using IC50 measurements. Regression. Given a target protein amino acid sequence and a drug SMILES string, predict the binding affinity score between them. We predict pIC50 (pIC50 = -log10(IC50 in M); higher means more potent). Dataset: bindingdb_ic50. (1) The small molecule is COc1cccc(-c2cc(C(=O)O)ccc2COC(c2ccc(C#N)cc2)c2cncn2C)c1. The target protein (P49354) has sequence MAATEGVGEAAQGGEPGQPAQPPPQPHPPPPQQQHKEEMAAEAGEAVASPMDDGFVSLDSPSYVLYRDRAEWADIDPVPQNDGPNPVVQIIYSDKFRDVYDYFRAVLQRDERSERAFKLTRDAIELNAANYTVWHFRRVLLKSLQKDLHEEMNYITAIIEEQPKNYQVWHHRRVLVEWLRDPSQELEFIADILNQDAKNYHAWQHRQWVIQEFKLWDNELQYVDQLLKEDVRNNSVWNQRYFVISNTTGYNDRAVLEREVQYTLEMIKLVPHNESAWNYLKGILQDRGLSKYPNLLNQLLDLQPSHSSPYLIAFLVDIYEDMLENQCDNKEDILNKALELCEILAKEKDTIRKEYWRYIGRSLQSKHSTENDSPTNVQQ. The pIC50 is 7.1. (2) The compound is CC1OC(n2cnc3c(N)ncnc32)CC1O. The pIC50 is 5.5. The target protein (Q04400) has sequence MSGSKSVSPPGYAAQTAASPAPRGGPEHRAAWGEADSRANGYPHAPGGSTRGSTKRSGGAVTPQQQQRLASRWRGGDDDEDPPLSGDDPLVGGFGFSFRSKSAWQERGGDDGGRGSRRQRRGAAGGGSTRAPPAGGSGSSAAAAAAAGGTEVRPRSVEVGLEERRGKGRAAEELEPGTGTVEDGDGSEDGGSSVASGSGTGTVLSLGACCLALLQIFRSKKFPSDKLERLYQRYFFRLNQSSLTMLMAVLVLVCLVMLAFHAARPPLQVVYLAVLAAAVGVILIMAVLCNRAAFHQDHMGLACYALIAVVLAVQVVGLLLPQPRSASEGIWWTVFFIYTIYTLLPVRMRAAVLSGVLLSALHLAISLHTNAQDQFLLKQLVSNVLIFSCTNIVGVCTHYPAEVSQRQAFQETRECIQARLHSQRENQQQERLLLSVLPRHVAMEMKADINAKQEDMMFHKIYIQKHDNVSILFADIEGFTSLASQCTAQELVMTLNELFA.... (3) The drug is CC(=O)O[C@]1(C(C)=O)CC[C@H]2[C@@H]3C=C(C)C4=CC(=O)CC[C@]4(C)[C@H]3CC[C@@]21C. The target protein (O15438) has sequence MDALCGSGELGSKFWDSNLSVHTENPDLTPCFQNSLLAWVPCIYLWVALPCYLLYLRHHCRGYIILSHLSKLKMVLGVLLWCVSWADLFYSFHGLVHGRAPAPVFFVTPLVVGVTMLLATLLIQYERLQGVQSSGVLIIFWFLCVVCAIVPFRSKILLAKAEGEISDPFRFTTFYIHFALVLSALILACFREKPPFFSAKNVDPNPYPETSAGFLSRLFFWWFTKMAIYGYRHPLEEKDLWSLKEEDRSQMVVQQLLEAWRKQEKQTARHKASAAPGKNASGEDEVLLGARPRPRKPSFLKALLATFGSSFLISACFKLIQDLLSFINPQLLSILIRFISNPMAPSWWGFLVAGLMFLCSMMQSLILQHYYHYIFVTGVKFRTGIMGVIYRKALVITNSVKRASTVGEIVNLMSVDAQRFMDLAPFLNLLWSAPLQIILAIYFLWQNLGPSVLAGVAFMVLLIPLNGAVAVKMRAFQVKQMKLKDSRIKLMSEILNGIKV.... The pIC50 is 3.9.